Binary Classification. Given a miRNA mature sequence and a target amino acid sequence, predict their likelihood of interaction. From a dataset of Experimentally validated miRNA-target interactions with 360,000+ pairs, plus equal number of negative samples. (1) The miRNA is hsa-miR-548at-5p with sequence AAAAGUUAUUGCGGUUUUGGCU. The protein sequence of the target gene is MGFCKADAATSFLRAARSGNLDKALDHLRNGVDINTCNQNGLNGLHLASKEGHVKMVVELLHKEIILETTTKKGNTALHIAALAGQDEVVRELVNYGANVNAQSQKGFTPLYMAAQENHLEVVKFLLENGANQNVATEDGFTPLAVALQQGHENVVAHLINYGTKGKVRLPALHIAARNDDTRTAAVLLQNDPNPDVLSKTGFTPLHIAAHYENLNVAQLLLNRGASVNFTPQNGITPLHIASRRGNVIMVRLLLDRGAQIETRTKDELTPLHCAARNGHVRISEILLDHGAPIQAKTKN.... Result: 0 (no interaction). (2) The miRNA is hsa-miR-6837-3p with sequence CCUUCACUGUGACUCUGCUGCAG. The protein sequence of the target gene is MDRSAEFRKWKAQCLSKADLSRKGSVDEDVVELVQFLNMRDQFFTTSSCAGRILLLDRGINGFEVQKQNCCWLLVTHKLCVKDDVIVALKKANGDATLKFEPFVLHVQCRQLQDAQILHSMAIDSGFRNSGITVGKRGKTMLAVRSTHGLEVPLSHKGKLMVTEEYIDFLLNVANQKMEENKKRIERFYNCLQHALERETMTNLHPKIKEKNNSSYIHKKKRNPEKTRAQCITKESDEELENDDDDDLGINVTIFPEDY. Result: 0 (no interaction). (3) The miRNA is hsa-miR-15a-5p with sequence UAGCAGCACAUAAUGGUUUGUG. The protein sequence of the target gene is MCGICCSVNFSAEHFSQDLKEDLLYNLKQRGPNSSKQLLKSDVNYQCLFSAHVLHLRGVLTTQPVEDERGNVFLWNGEIFSGIKVEAEENDTQILFNYLSSCKNESEILSLFSEVQGPWSFIYYQASSHYLWFGRDFFGRRSLLWHFSNLGKSFCLSSVGTQTSGLANQWQEVPASGLFRIDLKSTVISGCIILQLYPWKYISRENIIEENVNSLSQISADLPAFVSVVANEAKLYLEKPVVPLNMMLPQAALETHCSNISNVPPTREILQVFLTDVHMKEVIQQFIDVLSVAVKKRVLC.... Result: 1 (interaction). (4) The miRNA is hsa-miR-424-5p with sequence CAGCAGCAAUUCAUGUUUUGAA. The protein sequence of the target gene is MPDRDSYANGTGSSGGGPGGGGSEEASGAGVGSGGASSDAICRDFLRNVCKRGKRCRYRHPDMSEVSNLGVSKNEFIFCHDFQNKECSRPNCRFIHGSKEDEDGYKKTGELPPRLRQKVAAGLGLSPADLPNGKEEVPICRDFLKGDCQRGAKCKFRHLQRDFEFDARGGGGTGGGSTGSVLPGRRHDLYDIYDLPDRGFEDHEPGPKRRRGGCCPPDGPHFESYEYSLAPPRGVECRLLEEENAMLRKRVEELKKQVSNLLATNEVLLEQNAQFRNQAKVITLSSTAPATEQTLAPTVG.... Result: 0 (no interaction). (5) The miRNA is hsa-miR-378a-5p with sequence CUCCUGACUCCAGGUCCUGUGU. The protein sequence of the target gene is MSLQRLLQHSSNGNLADFCAGPAYSSYSTLTGSLTMDDNRRIQMLADTVATLPRGRKQLALTRSSSLSDFSWSQRKLVTVEKQDNETFGFEIQSYRPQNQNACSSEMFTLICKIQEDSPAHCAGLQAGDVLANINGVSTEGFTYKQVVDLIRSSGNLLTIETLNGTMILKRTELEAKLQVLKQTLKQKWVEYRSLQLQEHRLLHGDAANCPSLENMDLDELSLFGPLPGPGPALVDRNRLSSESSCKSWLSSMTMDSEDGYQTCVSEDSSRGAFSRQTSTDDECFIPKEGDDFLRRSSSR.... Result: 1 (interaction).